This data is from Full USPTO retrosynthesis dataset with 1.9M reactions from patents (1976-2016). The task is: Predict the reactants needed to synthesize the given product. (1) Given the product [CH3:24][S:25]([O:16][CH2:15][C@H:5]1[O:4][CH2:3][C@@H:2]([CH3:1])[N:7]([CH2:8][C:9]2[CH:10]=[CH:11][CH:12]=[CH:13][CH:14]=2)[CH2:6]1)(=[O:27])=[O:26], predict the reactants needed to synthesize it. The reactants are: [CH3:1][C@H:2]1[N:7]([CH2:8][C:9]2[CH:14]=[CH:13][CH:12]=[CH:11][CH:10]=2)[CH2:6][C@@H:5]([CH2:15][OH:16])[O:4][CH2:3]1.C(N(CC)CC)C.[CH3:24][S:25](Cl)(=[O:27])=[O:26]. (2) Given the product [CH2:1]([O:4][C:5]1[C:9]2[CH:10]=[C:11]([N:18]3[S:22](=[O:23])(=[O:24])[NH:21][C:20](=[O:25])[CH2:19]3)[C:12]([OH:14])=[CH:13][C:8]=2[O:7][N:6]=1)[CH:2]=[CH2:3], predict the reactants needed to synthesize it. The reactants are: [CH2:1]([O:4][C:5]1[C:9]2[CH:10]=[C:11]([N:18]3[S:22](=[O:24])(=[O:23])[NH:21][C:20](=[O:25])[CH2:19]3)[C:12]([O:14]CC=C)=[CH:13][C:8]=2[O:7][N:6]=1)[CH:2]=[CH2:3].C(=O)([O-])[O-].[K+].[K+].